This data is from Full USPTO retrosynthesis dataset with 1.9M reactions from patents (1976-2016). The task is: Predict the reactants needed to synthesize the given product. (1) Given the product [CH3:6][C:2]([S:7]([C:10]1[CH:15]=[CH:14][CH:13]=[C:12]([C:16]([F:18])([F:19])[F:17])[CH:11]=1)(=[O:9])=[O:8])([CH3:1])[CH2:3][NH2:5], predict the reactants needed to synthesize it. The reactants are: [CH3:1][C:2]([S:7]([C:10]1[CH:15]=[CH:14][CH:13]=[C:12]([C:16]([F:19])([F:18])[F:17])[CH:11]=1)(=[O:9])=[O:8])([CH3:6])[C:3]([NH2:5])=O.B.C1COCC1.Cl. (2) Given the product [Cl:1][C:2]1[C:3]2[C:17]([C:18]#[C:19][CH2:20][N:46]([CH:47]([CH3:49])[CH3:48])[CH:43]([CH3:45])[CH3:44])=[CH:16][N:15]([CH2:22][C:23]3[C:28]([CH3:29])=[C:27]([O:30][CH3:31])[C:26]([CH3:32])=[CH:25][N:24]=3)[C:4]=2[N:5]=[C:6]([NH:8][C:9](=[O:14])[C:10]([CH3:13])([CH3:12])[CH3:11])[N:7]=1, predict the reactants needed to synthesize it. The reactants are: [Cl:1][C:2]1[C:3]2[C:17]([C:18]#[C:19][CH2:20]O)=[CH:16][N:15]([CH2:22][C:23]3[C:28]([CH3:29])=[C:27]([O:30][CH3:31])[C:26]([CH3:32])=[CH:25][N:24]=3)[C:4]=2[N:5]=[C:6]([NH:8][C:9](=[O:14])[C:10]([CH3:13])([CH3:12])[CH3:11])[N:7]=1.CS(Cl)(=O)=O.S([O-])(=O)(=O)C.[CH:43]([NH:46][CH:47]([CH3:49])[CH3:48])([CH3:45])[CH3:44].